This data is from NCI-60 drug combinations with 297,098 pairs across 59 cell lines. The task is: Regression. Given two drug SMILES strings and cell line genomic features, predict the synergy score measuring deviation from expected non-interaction effect. (1) Cell line: HOP-92. Drug 2: CCCCCOC(=O)NC1=NC(=O)N(C=C1F)C2C(C(C(O2)C)O)O. Synergy scores: CSS=-0.713, Synergy_ZIP=-0.245, Synergy_Bliss=-2.35, Synergy_Loewe=-0.286, Synergy_HSA=-3.62. Drug 1: CN1C2=C(C=C(C=C2)N(CCCl)CCCl)N=C1CCCC(=O)O.Cl. (2) Drug 1: CC(CN1CC(=O)NC(=O)C1)N2CC(=O)NC(=O)C2. Drug 2: CCN(CC)CCNC(=O)C1=C(NC(=C1C)C=C2C3=C(C=CC(=C3)F)NC2=O)C. Cell line: OVCAR-4. Synergy scores: CSS=8.53, Synergy_ZIP=-3.04, Synergy_Bliss=-0.489, Synergy_Loewe=-0.201, Synergy_HSA=-0.675.